From a dataset of TCR-epitope binding with 47,182 pairs between 192 epitopes and 23,139 TCRs. Binary Classification. Given a T-cell receptor sequence (or CDR3 region) and an epitope sequence, predict whether binding occurs between them. (1) The epitope is KLGGALQAK. The TCR CDR3 sequence is CASSQDFSYETQYF. Result: 0 (the TCR does not bind to the epitope). (2) The epitope is RLRAEAQVK. The TCR CDR3 sequence is CATSPNRAYEQYF. Result: 1 (the TCR binds to the epitope). (3) The epitope is YLQPRTFLL. The TCR CDR3 sequence is CASSPPGGGNTGELFF. Result: 1 (the TCR binds to the epitope).